This data is from Reaction yield outcomes from USPTO patents with 853,638 reactions. The task is: Predict the reaction yield, written as a fraction of the theoretical maximum amount of product (1.0 means a 100% yield; for example, 0.34 means a 34% yield). The reactants are [CH2:1]([O:3][C:4]([C:6]1[CH:10]=[C:9]([CH3:11])[NH:8][N:7]=1)=[O:5])[CH3:2].[Cl:12]N1C(=O)CCC1=O. The catalyst is CN(C)C=O. The product is [CH2:1]([O:3][C:4]([C:6]1[C:10]([Cl:12])=[C:9]([CH3:11])[NH:8][N:7]=1)=[O:5])[CH3:2]. The yield is 0.960.